Dataset: Full USPTO retrosynthesis dataset with 1.9M reactions from patents (1976-2016). Task: Predict the reactants needed to synthesize the given product. (1) Given the product [Si:1]([O:8][CH2:9][C:10]1[CH:11]=[C:12]([CH:13]=[CH:14][CH:15]=1)[CH2:16][Br:18])([C:4]([CH3:7])([CH3:6])[CH3:5])([CH3:3])[CH3:2], predict the reactants needed to synthesize it. The reactants are: [Si:1]([O:8][CH2:9][C:10]1[CH:11]=[C:12]([CH2:16]O)[CH:13]=[CH:14][CH:15]=1)([C:4]([CH3:7])([CH3:6])[CH3:5])([CH3:3])[CH3:2].[Br:18]C(Br)(Br)Br.C1(P(C2C=CC=CC=2)C2C=CC=CC=2)C=CC=CC=1. (2) Given the product [C:12]([O:14][CH3:1])(=[O:13])/[CH:11]=[CH:10]\[C:9]([O:16][CH3:17])=[O:15], predict the reactants needed to synthesize it. The reactants are: [C:1](O)(=O)/C=C\C(O)=O.[C:9]([O:16][CH3:17])(=[O:15])/[CH:10]=[CH:11]\[C:12]([O-:14])=[O:13].C1(=O)OC(=O)C=C1. (3) Given the product [ClH:51].[F:50][C:46]1[CH:45]=[C:44]([CH:23]2[CH:22]([CH2:21][NH:8][C@@H:9]([C:11]3[C:20]4[C:15](=[CH:16][CH:17]=[CH:18][CH:19]=4)[CH:14]=[CH:13][CH:12]=3)[CH3:10])[CH2:27][CH2:26][N:25]([C:28](=[O:43])[CH2:29][CH2:30][C:31]([NH:33][C:34]3[CH:42]=[CH:41][C:37]([C:38]([OH:40])=[O:39])=[CH:36][CH:35]=3)=[O:32])[CH2:24]2)[CH:49]=[CH:48][CH:47]=1, predict the reactants needed to synthesize it. The reactants are: C(OC([N:8]([CH2:21][CH:22]1[CH2:27][CH2:26][N:25]([C:28](=[O:43])[CH2:29][CH2:30][C:31]([NH:33][C:34]2[CH:42]=[CH:41][C:37]([C:38]([OH:40])=[O:39])=[CH:36][CH:35]=2)=[O:32])[CH2:24][CH:23]1[C:44]1[CH:49]=[CH:48][CH:47]=[C:46]([F:50])[CH:45]=1)[C@@H:9]([C:11]1[C:20]2[C:15](=[CH:16][CH:17]=[CH:18][CH:19]=2)[CH:14]=[CH:13][CH:12]=1)[CH3:10])=O)(C)(C)C.[ClH:51].C(OCC)(=O)C.C(OC(C)C)(C)C. (4) Given the product [CH3:22][N:8]1[C:9]([C:11]2[CH:12]=[CH:13][C:14]([O:17][C:18]([F:19])([F:20])[F:21])=[CH:15][CH:16]=2)=[CH:10][C:6]([CH2:4][OH:3])=[N:7]1, predict the reactants needed to synthesize it. The reactants are: C([O:3][C:4]([C:6]1[CH:10]=[C:9]([C:11]2[CH:16]=[CH:15][C:14]([O:17][C:18]([F:21])([F:20])[F:19])=[CH:13][CH:12]=2)[N:8]([CH3:22])[N:7]=1)=O)C.[H-].[Al+3].[Li+].[H-].[H-].[H-].